Dataset: Forward reaction prediction with 1.9M reactions from USPTO patents (1976-2016). Task: Predict the product of the given reaction. (1) The product is: [CH3:1][S:2][C:3]1[CH:4]=[CH:5][C:6]([CH2:9][CH2:10][CH2:11][C:12]([OH:14])=[O:13])=[CH:7][CH:8]=1. Given the reactants [CH3:1][S:2][C:3]1[CH:8]=[CH:7][C:6]([C:9](=O)[CH2:10][CH2:11][C:12]([OH:14])=[O:13])=[CH:5][CH:4]=1.FC(F)(F)C(O)=O.[H-].C([SiH](CC)CC)C, predict the reaction product. (2) Given the reactants [CH2:1]([C:5]1[N:9]([CH2:10][C:11]2[CH:16]=[CH:15][C:14]([C:17]3[CH:22]=[CH:21][CH:20]=[CH:19][C:18]=3[C:23]3[N:24]=[N:25][N:26](C(C)(C4C=CC=CC=4)C)[N:27]=3)=[CH:13][CH:12]=2)[C:8]([CH2:37][OH:38])=[C:7]([Cl:39])[N:6]=1)[CH2:2][CH2:3][CH3:4], predict the reaction product. The product is: [CH3:4][CH2:3][CH2:2][CH2:1][C:5]1[N:9]([CH2:10][C:11]2[CH:16]=[CH:15][C:14]([C:17]3[CH:22]=[CH:21][CH:20]=[CH:19][C:18]=3[C:23]3[N:27]=[N:26][NH:25][N:24]=3)=[CH:13][CH:12]=2)[C:8]([CH2:37][OH:38])=[C:7]([Cl:39])[N:6]=1. (3) Given the reactants [Sn](Cl)Cl.[Br:4][C:5]1[CH:6]=[CH:7][C:8]([N+:13]([O-])=O)=[C:9]([CH:12]=1)[CH:10]=O.O=[C:17]([CH3:24])[CH2:18][C:19]([O:21][CH2:22][CH3:23])=[O:20], predict the reaction product. The product is: [Br:4][C:5]1[CH:12]=[C:9]2[C:8](=[CH:7][CH:6]=1)[N:13]=[C:17]([CH3:24])[C:18]([C:19]([O:21][CH2:22][CH3:23])=[O:20])=[CH:10]2. (4) Given the reactants [Cl:1][C:2]1[C:7]([C:8]2[CH:13]=[CH:12][CH:11]=[CH:10][CH:9]=2)=[N:6][N:5]=[C:4]2[N:14]([CH2:23][CH3:24])[N:15]=[C:16]([C:17]3[CH:22]=[CH:21][CH:20]=[CH:19][CH:18]=3)[C:3]=12.N(CC[N:29]1[CH2:34][CH2:33][O:32][CH2:31][CH2:30]1)N, predict the reaction product. The product is: [Cl:1][C:2]1[C:7]([C:8]2[CH:9]=[CH:10][CH:11]=[CH:12][CH:13]=2)=[N:6][N:5]=[C:4]2[N:14]([CH2:23][CH2:24][N:29]3[CH2:34][CH2:33][O:32][CH2:31][CH2:30]3)[N:15]=[C:16]([C:17]3[CH:18]=[CH:19][CH:20]=[CH:21][CH:22]=3)[C:3]=12.